This data is from Full USPTO retrosynthesis dataset with 1.9M reactions from patents (1976-2016). The task is: Predict the reactants needed to synthesize the given product. (1) Given the product [Br:1][C:2]1[CH:3]=[CH:4][C:5]([C:8]2[NH:13][C:11](=[O:12])[N:10]([CH3:14])[N:9]=2)=[CH:6][CH:7]=1, predict the reactants needed to synthesize it. The reactants are: [Br:1][C:2]1[CH:7]=[CH:6][C:5](/[CH:8]=[N:9]/[N:10]([CH3:14])[C:11]([NH2:13])=[O:12])=[CH:4][CH:3]=1.BrBr. (2) Given the product [CH3:93][O:92][C:55]1[CH:54]=[C:53]2[C:58]([C:59]([O:61][CH:62]3[CH2:80][CH:79]4[N:64]([C:65](=[O:91])[CH2:66][CH2:67][CH2:68][CH2:69][CH2:70][CH2:71][CH:72]=[CH:73][CH:74]5[C:76]([C:82]([NH:84][S:85]([CH:88]6[CH2:90][CH2:89]6)(=[O:86])=[O:87])=[O:83])([NH:77][C:78]4=[O:81])[CH2:75]5)[CH2:63]3)=[CH:60][C:51]([C:48]3[S:49][CH:50]=[CH:46][N:47]=3)=[N:52]2)=[CH:57][CH:56]=1, predict the reactants needed to synthesize it. The reactants are: COC1C=C2C(C(OC3CC4N(C(=O)CCCCCCC=CC5C(C(O)=O)(NC4=O)C5)C3)=CC(C3SC=CN=3)=N2)=CC=1.C([C:46]1[N:47]=[C:48]([C:51]2[CH:60]=[C:59]([O:61][CH:62]3[CH2:80][CH:79]4[N:64]([C:65](=[O:91])[CH2:66][CH2:67][CH2:68][CH2:69][CH2:70][CH2:71][CH:72]=[CH:73][CH:74]5[C:76]([C:82]([NH:84][S:85]([CH:88]6[CH2:90][CH2:89]6)(=[O:87])=[O:86])=[O:83])([NH:77][C:78]4=[O:81])[CH2:75]5)[CH2:63]3)[C:58]3[C:53](=[CH:54][C:55]([O:92][CH3:93])=[CH:56][CH:57]=3)[N:52]=2)[S:49][CH:50]=1)(C)C. (3) Given the product [Br:1][C:2]1[CH:3]=[C:4]2[C:12](=[CH:13][CH:14]=1)[NH:11][C:10]1[CH:9]([NH:15][S:22]([C:19]3[CH:20]=[CH:21][C:16]([CH3:26])=[CH:17][CH:18]=3)(=[O:24])=[O:23])[CH2:8][CH2:7][CH2:6][C:5]2=1, predict the reactants needed to synthesize it. The reactants are: [Br:1][C:2]1[CH:3]=[C:4]2[C:12](=[CH:13][CH:14]=1)[NH:11][C:10]1[CH:9]([NH2:15])[CH2:8][CH2:7][CH2:6][C:5]2=1.[C:16]1([CH3:26])[CH:21]=[CH:20][C:19]([S:22](Cl)(=[O:24])=[O:23])=[CH:18][CH:17]=1.